Dataset: Full USPTO retrosynthesis dataset with 1.9M reactions from patents (1976-2016). Task: Predict the reactants needed to synthesize the given product. (1) Given the product [C:20]([O:24][C:25]([NH:27][CH2:28][CH2:29][O:19][C:3]1[C:4]2[CH2:10][CH2:9][N:8]([C:11](=[O:16])[C:12]([F:15])([F:13])[F:14])[CH2:7][CH2:6][C:5]=2[CH:17]=[CH:18][C:2]=1[Cl:1])=[O:26])([CH3:23])([CH3:22])[CH3:21], predict the reactants needed to synthesize it. The reactants are: [Cl:1][C:2]1[CH:18]=[CH:17][C:5]2[CH2:6][CH2:7][N:8]([C:11](=[O:16])[C:12]([F:15])([F:14])[F:13])[CH2:9][CH2:10][C:4]=2[C:3]=1[OH:19].[C:20]([O:24][C:25]([NH:27][CH2:28][CH2:29]O)=[O:26])([CH3:23])([CH3:22])[CH3:21].C(OC(C)(C)C)=O. (2) Given the product [Br:1][C:2]1[CH:3]=[C:4]([CH:9]([F:29])[S:10]([C:13]2[CH:14]=[CH:15][CH:16]=[CH:17][CH:18]=2)(=[O:12])=[O:11])[C:5]([Cl:8])=[N:6][CH:7]=1, predict the reactants needed to synthesize it. The reactants are: [Br:1][C:2]1[CH:3]=[C:4]([CH2:9][S:10]([C:13]2[CH:18]=[CH:17][CH:16]=[CH:15][CH:14]=2)(=[O:12])=[O:11])[C:5]([Cl:8])=[N:6][CH:7]=1.C[Si]([N-][Si](C)(C)C)(C)C.[Na+].[F:29]N(S(C1C=CC=CC=1)(=O)=O)S(C1C=CC=CC=1)(=O)=O.